From a dataset of Full USPTO retrosynthesis dataset with 1.9M reactions from patents (1976-2016). Predict the reactants needed to synthesize the given product. Given the product [Cl:25][C:26]1[CH:37]=[CH:36][CH:35]=[CH:34][C:27]=1[CH2:28][CH:29]1[CH2:33][CH2:32][N:31]([C:14]([C:10]2[CH:11]=[N:12][O:13][C:9]=2[C:6]2[CH:5]=[CH:4][C:3]([C:2]([F:1])([F:18])[F:17])=[CH:8][CH:7]=2)=[O:16])[CH2:30]1, predict the reactants needed to synthesize it. The reactants are: [F:1][C:2]([F:18])([F:17])[C:3]1[CH:8]=[CH:7][C:6]([C:9]2[O:13][N:12]=[CH:11][C:10]=2[C:14]([OH:16])=O)=[CH:5][CH:4]=1.C(O)(=O)C(O)=O.[Cl:25][C:26]1[CH:37]=[CH:36][CH:35]=[CH:34][C:27]=1[CH2:28][CH:29]1[CH2:33][CH2:32][NH:31][CH2:30]1.